This data is from Full USPTO retrosynthesis dataset with 1.9M reactions from patents (1976-2016). The task is: Predict the reactants needed to synthesize the given product. (1) The reactants are: C(OC(N1[CH2:12][CH2:11][CH:10]([NH:13][C:14]([C:16]2[S:17][CH:18]=[CH:19][C:20]=2[NH:21][C:22]2[CH:27]=[CH:26][N:25]=[C:24]3[NH:28][CH:29]=[CH:30][C:23]=23)=[O:15])C1)=O)(C)(C)C.[F:31][C:32]([F:43])([F:42])[C:33]1[CH:34]=C(CCN)[CH:36]=[CH:37][CH:38]=1. Given the product [F:31][C:32]([F:43])([F:42])[C:33]1[CH:34]=[C:12]([CH2:11][CH2:10][NH:13][C:14]([C:16]2[S:17][CH:18]=[CH:19][C:20]=2[NH:21][C:22]2[CH:27]=[CH:26][N:25]=[C:24]3[NH:28][CH:29]=[CH:30][C:23]=23)=[O:15])[CH:36]=[CH:37][CH:38]=1, predict the reactants needed to synthesize it. (2) The reactants are: [N:1]1([C:7](=O)[CH2:8][C@@H:9]([NH2:18])[CH2:10][S:11][C:12]2[CH:17]=[CH:16][CH:15]=[CH:14][CH:13]=2)[CH2:6][CH2:5][O:4][CH2:3][CH2:2]1.B.CO. Given the product [N:1]1([CH2:7][CH2:8][C@@H:9]([NH2:18])[CH2:10][S:11][C:12]2[CH:17]=[CH:16][CH:15]=[CH:14][CH:13]=2)[CH2:2][CH2:3][O:4][CH2:5][CH2:6]1, predict the reactants needed to synthesize it. (3) Given the product [O:1]1[CH2:6][CH2:5][CH2:4][CH2:3][CH:2]1[N:7]1[C:11]([N+:12]([O-:14])=[O:13])=[CH:10][C:9]([C:15]([OH:17])=[O:16])=[N:8]1, predict the reactants needed to synthesize it. The reactants are: [O:1]1[CH2:6][CH2:5][CH2:4][CH2:3][CH:2]1[N:7]1[C:11]([N+:12]([O-:14])=[O:13])=[CH:10][C:9]([C:15]([O:17]C)=[O:16])=[N:8]1.[OH-].[Li+]. (4) Given the product [F:14][C:15]1[CH:20]=[CH:19][C:18]([O:21][C:22]2[CH:23]=[C:24]([CH2:25][NH:26][C:4](=[O:6])[C:3]3[CH:7]=[CH:8][C:9]([CH2:11][O:12][CH3:13])=[N:10][C:2]=3[NH2:1])[CH:27]=[CH:28][CH:29]=2)=[CH:17][CH:16]=1, predict the reactants needed to synthesize it. The reactants are: [NH2:1][C:2]1[N:10]=[C:9]([CH2:11][O:12][CH3:13])[CH:8]=[CH:7][C:3]=1[C:4]([OH:6])=O.[F:14][C:15]1[CH:20]=[CH:19][C:18]([O:21][C:22]2[CH:23]=[C:24]([CH:27]=[CH:28][CH:29]=2)[CH2:25][NH2:26])=[CH:17][CH:16]=1.C(N(CC)CC)C.CN([P+](ON1N=NC2C=CC=CC1=2)(N(C)C)N(C)C)C.F[P-](F)(F)(F)(F)F. (5) Given the product [F:1][C:2]([F:7])([F:6])[C:3]([OH:5])=[O:4].[CH2:8]([S:10]([N:13]1[CH2:18][CH2:17][CH:16]([C:19]2[C:27]3[C:22](=[C:23]([C:38]([NH2:40])=[O:39])[CH:24]=[C:25]([C:28]4[CH:33]=[C:32]([CH2:34][N:35]5[CH2:3][CH2:2][CH2:41][CH2:36]5)[CH:31]=[CH:30][C:29]=4[F:37])[CH:26]=3)[NH:21][CH:20]=2)[CH2:15][CH2:14]1)(=[O:11])=[O:12])[CH3:9], predict the reactants needed to synthesize it. The reactants are: [F:1][C:2]([F:7])([F:6])[C:3]([OH:5])=[O:4].[CH2:8]([S:10]([N:13]1[CH2:18][CH2:17][CH:16]([C:19]2[C:27]3[C:22](=[C:23]([C:38]([NH2:40])=[O:39])[CH:24]=[C:25]([C:28]4[CH:33]=[C:32]([CH2:34][NH:35][CH3:36])[CH:31]=[CH:30][C:29]=4[F:37])[CH:26]=3)[NH:21][CH:20]=2)[CH2:15][CH2:14]1)(=[O:12])=[O:11])[CH3:9].[CH3:41]N. (6) Given the product [Cl:15][CH2:16][C:17]([NH:1][CH:2]([C:5]1[CH:10]=[CH:9][C:8]([F:11])=[C:7]([F:12])[CH:6]=1)[CH2:3][OH:4])=[O:18], predict the reactants needed to synthesize it. The reactants are: [NH2:1][CH:2]([C:5]1[CH:10]=[CH:9][C:8]([F:11])=[C:7]([F:12])[CH:6]=1)[CH2:3][OH:4].[OH-].[Na+].[Cl:15][CH2:16][C:17](Cl)=[O:18]. (7) The reactants are: Cl[C:2]1[CH:7]=[CH:6][N:5]=[C:4]([N:8]2[C:20](=[O:21])[C:19]3[S:18][C:17]4[CH2:16][CH2:15][CH2:14][CH2:13][C:12]=4[C:11]=3[CH:10]=[N:9]2)[C:3]=1[CH:22]=[O:23].[CH3:24][N:25]1[CH:30]=[C:29](B2OC(C)(C)C(C)(C)O2)[CH:28]=[C:27]([NH:40][C:41]2[S:42][C:43]3[CH2:44][N:45]([CH3:50])[CH2:46][CH2:47][C:48]=3[N:49]=2)[C:26]1=[O:51].[O-]P([O-])([O-])=O.[K+].[K+].[K+].O.O.O.C([O-])(=O)C.[Na+]. Given the product [CH3:24][N:25]1[C:26](=[O:51])[C:27]([NH:40][C:41]2[S:42][C:43]3[CH2:44][N:45]([CH3:50])[CH2:46][CH2:47][C:48]=3[N:49]=2)=[CH:28][C:29]([C:2]2[CH:7]=[CH:6][N:5]=[C:4]([N:8]3[C:20](=[O:21])[C:19]4[S:18][C:17]5[CH2:16][CH2:15][CH2:14][CH2:13][C:12]=5[C:11]=4[CH:10]=[N:9]3)[C:3]=2[CH:22]=[O:23])=[CH:30]1, predict the reactants needed to synthesize it. (8) Given the product [C:1]12([C:11]3[CH:15]=[C:14]([C:16]([O:18][CH2:19][CH3:20])=[O:17])[N:13]([CH3:21])[CH:12]=3)[CH2:2][CH:3]3[CH2:9][CH:7]([CH2:6][CH:5]([CH2:4]3)[CH2:10]1)[CH2:8]2, predict the reactants needed to synthesize it. The reactants are: [C:1]12([C:11]3[CH:15]=[C:14]([C:16]([O:18][CH2:19][CH3:20])=[O:17])[NH:13][CH:12]=3)[CH2:10][CH:5]3[CH2:6][CH:7]([CH2:9][CH:3]([CH2:4]3)[CH2:2]1)[CH2:8]2.[CH3:21][Si]([N-][Si](C)(C)C)(C)C.[K+].IC.C(OCC)(=O)C. (9) Given the product [OH:41][C:37]([CH3:38])([CH3:36])[C:39]#[C:40][C:2]1[N:3]=[C:4]([N:7]([C:29]([O:31][C:32]([CH3:35])([CH3:34])[CH3:33])=[O:30])[CH2:8][C@@H:9]([NH:21][C:22](=[O:28])[O:23][C:24]([CH3:27])([CH3:26])[CH3:25])[CH2:10][C:11]2[CH:16]=[CH:15][C:14]([C:17]([F:20])([F:19])[F:18])=[CH:13][CH:12]=2)[S:5][CH:6]=1, predict the reactants needed to synthesize it. The reactants are: Br[C:2]1[N:3]=[C:4]([N:7]([C:29]([O:31][C:32]([CH3:35])([CH3:34])[CH3:33])=[O:30])[CH2:8][C@@H:9]([NH:21][C:22](=[O:28])[O:23][C:24]([CH3:27])([CH3:26])[CH3:25])[CH2:10][C:11]2[CH:16]=[CH:15][C:14]([C:17]([F:20])([F:19])[F:18])=[CH:13][CH:12]=2)[S:5][CH:6]=1.[CH3:36][C:37]([OH:41])([C:39]#[CH:40])[CH3:38]. (10) Given the product [C:1]([C:3]1([NH:6][C:7]([CH:9]2[CH2:13][CH:12]([S:14]([C:17]3[CH:22]=[CH:21][C:20]([N:40]4[CH2:41][CH2:42][C:38]([F:43])([F:37])[CH2:39]4)=[CH:19][C:18]=3[C:24]([F:25])([F:26])[F:27])(=[O:15])=[O:16])[CH2:11][CH:10]2[C:28]([N:30]2[CH2:33][C:32]([F:35])([F:34])[CH2:31]2)=[O:29])=[O:8])[CH2:5][CH2:4]1)#[N:2], predict the reactants needed to synthesize it. The reactants are: [C:1]([C:3]1([NH:6][C:7]([C@@H:9]2[CH2:13][C@@H:12]([S:14]([C:17]3[CH:22]=[CH:21][C:20](F)=[CH:19][C:18]=3[C:24]([F:27])([F:26])[F:25])(=[O:16])=[O:15])[CH2:11][C@H:10]2[C:28]([N:30]2[CH2:33][C:32]([F:35])([F:34])[CH2:31]2)=[O:29])=[O:8])[CH2:5][CH2:4]1)#[N:2].Cl.[F:37][C:38]1([F:43])[CH2:42][CH2:41][NH:40][CH2:39]1.